The task is: Predict the reactants needed to synthesize the given product.. This data is from Full USPTO retrosynthesis dataset with 1.9M reactions from patents (1976-2016). The reactants are: Br[C:2]1[CH:7]=[CH:6][C:5]([Cl:8])=[CH:4][CH:3]=1.C([Li])CCC.[CH3:14][O:15][C:16]1[CH:17]=[C:18]([CH:27]=[CH:28][CH:29]=1)[CH2:19][N:20]1[CH2:25][CH2:24][C:23](=[O:26])[CH2:22][CH2:21]1. Given the product [Cl:8][C:5]1[CH:6]=[CH:7][C:2]([C:23]2([OH:26])[CH2:22][CH2:21][N:20]([CH2:19][C:18]3[CH:27]=[CH:28][CH:29]=[C:16]([O:15][CH3:14])[CH:17]=3)[CH2:25][CH2:24]2)=[CH:3][CH:4]=1, predict the reactants needed to synthesize it.